Dataset: Forward reaction prediction with 1.9M reactions from USPTO patents (1976-2016). Task: Predict the product of the given reaction. (1) Given the reactants [CH2:1]([O:8][CH:9]1[CH2:14][CH2:13][C:12]([C:16]([C:18]2[C:26]3[C:21](=[N:22][CH:23]=[C:24](Br)[N:25]=3)[NH:20][CH:19]=2)=[O:17])([CH3:15])[CH2:11][CH2:10]1)[C:2]1[CH:7]=[CH:6][CH:5]=[CH:4][CH:3]=1.[CH3:28][O:29][C:30]1[CH:31]=[C:32](B(O)O)[CH:33]=[C:34]([O:38][CH3:39])[C:35]=1[O:36][CH3:37], predict the reaction product. The product is: [CH2:1]([O:8][CH:9]1[CH2:14][CH2:13][C:12]([C:16]([C:18]2[C:26]3[C:21](=[N:22][CH:23]=[C:24]([C:32]4[CH:33]=[C:34]([O:38][CH3:39])[C:35]([O:36][CH3:37])=[C:30]([O:29][CH3:28])[CH:31]=4)[N:25]=3)[NH:20][CH:19]=2)=[O:17])([CH3:15])[CH2:11][CH2:10]1)[C:2]1[CH:7]=[CH:6][CH:5]=[CH:4][CH:3]=1. (2) Given the reactants [NH2:1][C:2]1[CH:3]=[C:4]([CH:8]=[C:9](Br)[CH:10]=1)[C:5]([NH2:7])=[O:6].[C:12]([Si:14]([CH:21]([CH3:23])[CH3:22])([CH:18]([CH3:20])[CH3:19])[CH:15]([CH3:17])[CH3:16])#[CH:13], predict the reaction product. The product is: [NH2:1][C:2]1[CH:3]=[C:4]([CH:8]=[C:9]([C:13]#[C:12][Si:14]([CH:15]([CH3:17])[CH3:16])([CH:21]([CH3:23])[CH3:22])[CH:18]([CH3:20])[CH3:19])[CH:10]=1)[C:5]([NH2:7])=[O:6]. (3) The product is: [CH3:19][C@:15]1([CH2:20][N:21]2[C:25]3[CH:26]=[C:27]([C:30]#[N:31])[CH:28]=[CH:29][C:24]=3[N:23]=[CH:22]2)[CH2:16][CH2:17][CH2:18][C@:12]2([O:11][C:10](=[O:32])[N:9]([CH2:8][C:4]3[CH:3]=[C:2]([C:43]4[CH:42]=[N:41][N:40]([CH3:39])[CH:44]=4)[CH:7]=[CH:6][N:5]=3)[CH2:13]2)[CH2:14]1. Given the reactants Br[C:2]1[CH:7]=[CH:6][N:5]=[C:4]([CH2:8][N:9]2[CH2:13][C@@:12]3([CH2:18][CH2:17][CH2:16][C@@:15]([CH2:20][N:21]4[C:25]5[CH:26]=[C:27]([C:30]#[N:31])[CH:28]=[CH:29][C:24]=5[N:23]=[CH:22]4)([CH3:19])[CH2:14]3)[O:11][C:10]2=[O:32])[CH:3]=1.C(=O)([O-])[O-].[Na+].[Na+].[CH3:39][N:40]1[CH:44]=[C:43](B2OC(C)(C)C(C)(C)O2)[CH:42]=[N:41]1, predict the reaction product. (4) Given the reactants C([O:3][C:4](=[O:43])[CH2:5][CH2:6][C:7]([NH:9][C:10]1[CH:15]=[CH:14][CH:13]=[C:12]([CH3:16])[C:11]=1[C:17]1[CH:22]=[CH:21][CH:20]=[C:19]([S:23]([C:26]2[CH:30]=[C:29]([C:31]([NH:33][C:34]([O:36][C:37]([CH3:40])([CH3:39])[CH3:38])=[O:35])=[NH:32])[S:28][C:27]=2[S:41][CH3:42])(=[O:25])=[O:24])[CH:18]=1)=[O:8])C.[Li+].[OH-], predict the reaction product. The product is: [C:37]([O:36][C:34]([NH:33][C:31](=[NH:32])[C:29]1[S:28][C:27]([S:41][CH3:42])=[C:26]([S:23]([C:19]2[CH:18]=[C:17]([C:11]3[C:12]([CH3:16])=[CH:13][CH:14]=[CH:15][C:10]=3[NH:9][C:7](=[O:8])[CH2:6][CH2:5][C:4]([OH:43])=[O:3])[CH:22]=[CH:21][CH:20]=2)(=[O:25])=[O:24])[CH:30]=1)=[O:35])([CH3:40])([CH3:38])[CH3:39].